From a dataset of Forward reaction prediction with 1.9M reactions from USPTO patents (1976-2016). Predict the product of the given reaction. (1) The product is: [CH3:52][N:53]([CH3:57])[CH2:54][CH2:55][NH:56][C:2](=[O:3])[NH:1][C@:4]12[CH2:39][CH2:38][C@@H:37]([C:40]([CH3:42])=[CH2:41])[C@@H:5]1[C@@H:6]1[C@@:19]([CH3:22])([CH2:20][CH2:21]2)[C@@:18]2([CH3:23])[C@@H:9]([C@:10]3([CH3:36])[C@@H:15]([CH2:16][CH2:17]2)[C:14]([CH3:25])([CH3:24])[C:13]([C:26]2[CH:35]=[CH:34][C:29]([C:30]([O:32][CH3:33])=[O:31])=[CH:28][CH:27]=2)=[CH:12][CH2:11]3)[CH2:8][CH2:7]1. Given the reactants [N:1]([C@:4]12[CH2:39][CH2:38][C@@H:37]([C:40]([CH3:42])=[CH2:41])[C@@H:5]1[C@@H:6]1[C@@:19]([CH3:22])([CH2:20][CH2:21]2)[C@@:18]2([CH3:23])[C@@H:9]([C@:10]3([CH3:36])[C@@H:15]([CH2:16][CH2:17]2)[C:14]([CH3:25])([CH3:24])[C:13]([C:26]2[CH:35]=[CH:34][C:29]([C:30]([O:32][CH3:33])=[O:31])=[CH:28][CH:27]=2)=[CH:12][CH2:11]3)[CH2:8][CH2:7]1)=[C:2]=[O:3].C(N(CC)C(C)C)(C)C.[CH3:52][N:53]([CH3:57])[CH2:54][CH2:55][NH2:56].Cl, predict the reaction product. (2) Given the reactants [NH2:1][C:2]1[C:3]2[N:4]([C:8]([CH:25]3[CH2:30][CH2:29][CH:28]([CH2:31][O:32]S(C4C=CC(C)=CC=4)(=O)=O)[CH2:27][CH2:26]3)=[N:9][C:10]=2[C:11]2[CH:16]=[CH:15][CH:14]=[C:13]([O:17][CH2:18][C:19]3[CH:24]=[CH:23][CH:22]=[CH:21][CH:20]=3)[CH:12]=2)[CH:5]=[CH:6][N:7]=1.[NH2:43][C:44]1[CH:49]=[CH:48][CH:47]=[CH:46][CH:45]=1.CN(C=[O:54])C, predict the reaction product. The product is: [CH:31]([OH:32])=[O:54].[CH2:18]([O:17][C:13]1[CH:12]=[C:11]([C:10]2[N:9]=[C:8]([CH:25]3[CH2:30][CH2:29][CH:28]([CH2:31][NH:43][C:44]4[CH:49]=[CH:48][CH:47]=[CH:46][CH:45]=4)[CH2:27][CH2:26]3)[N:4]3[CH:5]=[CH:6][N:7]=[C:2]([NH2:1])[C:3]=23)[CH:16]=[CH:15][CH:14]=1)[C:19]1[CH:20]=[CH:21][CH:22]=[CH:23][CH:24]=1. (3) The product is: [ClH:27].[ClH:27].[NH2:1][C@@H:2]([CH2:17][CH2:18][CH2:19][NH:20][C:21](=[NH:26])[NH:22][N+:23]([O-:25])=[O:24])[C:3]([N:5]1[CH2:10][CH2:9][C@@H:8]([CH3:11])[CH2:7][C@@H:6]1[C:12]([O:14][CH2:15][CH3:16])=[O:13])=[O:4]. Given the reactants [NH2:1][C@@H:2]([CH2:17][CH2:18][CH2:19][NH:20][C:21](=[NH:26])[NH:22][N+:23]([O-:25])=[O:24])[C:3]([N:5]1[CH2:10][CH2:9][C@@H:8]([CH3:11])[CH2:7][C@@H:6]1[C:12]([O:14][CH2:15][CH3:16])=[O:13])=[O:4].[ClH:27], predict the reaction product. (4) Given the reactants ClC1N=C(C2SC(N3CCCC3)=NC=2C2C=C(NS(C3C(F)=CC=CC=3F)(=O)=O)C=CC=2)C=CN=1.[Cl:36][C:37]1[N:42]=[C:41]([CH2:43][C:44]([C:46]2[C:47]([F:60])=[C:48]([NH:53][C:54](=[O:59])[O:55][CH2:56][CH:57]=[CH2:58])[CH:49]=[CH:50][C:51]=2[F:52])=O)[CH:40]=[CH:39][N:38]=1.[CH3:61][C:62]([CH3:67])([CH3:66])[C:63](=[S:65])[NH2:64], predict the reaction product. The product is: [Cl:36][C:37]1[N:42]=[C:41]([C:43]2[S:65][C:63]([C:62]([CH3:67])([CH3:66])[CH3:61])=[N:64][C:44]=2[C:46]2[C:47]([F:60])=[C:48]([NH:53][C:54](=[O:59])[O:55][CH2:56][CH:57]=[CH2:58])[CH:49]=[CH:50][C:51]=2[F:52])[CH:40]=[CH:39][N:38]=1. (5) Given the reactants [OH:1][N:2]=[C:3]([C:11]1[CH:12]=[C:13]2[C:21](=[CH:22][CH:23]=1)[N:20]([CH2:24][CH2:25][O:26][CH2:27][CH2:28][O:29][CH2:30][CH2:31][N:32]1[C:44]3[CH:43]=[CH:42][C:41]([C:45]([C:48]4[CH:53]=[CH:52][CH:51]=[CH:50][C:49]=4[CH3:54])=[N:46][OH:47])=[CH:40][C:39]=3[C:38]3[C:33]1=[CH:34][CH:35]=[C:36]([C:55](=[O:65])[C:56]1[C:61]([CH3:62])=[CH:60][C:59]([CH3:63])=[CH:58][C:57]=1[CH3:64])[CH:37]=3)[C:19]1[CH:18]=[CH:17][C:16]([C:66]([C:68]3[C:73]([CH3:74])=[CH:72][C:71]([CH3:75])=[CH:70][C:69]=3[CH3:76])=[O:67])=[CH:15][C:14]2=1)[C:4]1[CH:9]=[CH:8][CH:7]=[CH:6][C:5]=1[CH3:10].C(N(CC)CC)C.[C:84](Cl)(=[O:86])[CH3:85].C1C[O:91][CH2:90][CH2:89]1, predict the reaction product. The product is: [C:84]([O:1][N:2]=[C:3]([C:11]1[CH:23]=[CH:22][C:21]2[N:20]([CH2:24][CH2:25][O:26][CH2:27][CH2:28][O:29][CH2:30][CH2:31][N:32]3[C:44]4[CH:43]=[CH:42][C:41]([C:45]([C:48]5[CH:53]=[CH:52][CH:51]=[CH:50][C:49]=5[CH3:54])=[N:46][O:47][C:90](=[O:91])[CH3:89])=[CH:40][C:39]=4[C:38]4[C:33]3=[CH:34][CH:35]=[C:36]([C:55](=[O:65])[C:56]3[C:61]([CH3:62])=[CH:60][C:59]([CH3:63])=[CH:58][C:57]=3[CH3:64])[CH:37]=4)[C:19]3[C:14]([C:13]=2[CH:12]=1)=[CH:15][C:16]([C:66](=[O:67])[C:68]1[C:69]([CH3:76])=[CH:70][C:71]([CH3:75])=[CH:72][C:73]=1[CH3:74])=[CH:17][CH:18]=3)[C:4]1[CH:9]=[CH:8][CH:7]=[CH:6][C:5]=1[CH3:10])(=[O:86])[CH3:85].